From a dataset of Catalyst prediction with 721,799 reactions and 888 catalyst types from USPTO. Predict which catalyst facilitates the given reaction. (1) Reactant: [F:1][C:2]1[C:3]([CH3:22])=[CH:4][CH:5]=[C:6]2[C:11]=1[N:10]=[C:9]([C:12]([O:14][CH3:15])=[O:13])[CH:8]=[C:7]2[C:16]1[CH:17]=[N:18][N:19]([CH3:21])[CH:20]=1.C1C(=O)N([Br:30])C(=O)C1.C(OOC(=O)C1C=CC=CC=1)(=O)C1C=CC=CC=1. Product: [Br:30][CH2:22][C:3]1[C:2]([F:1])=[C:11]2[C:6]([C:7]([C:16]3[CH:17]=[N:18][N:19]([CH3:21])[CH:20]=3)=[CH:8][C:9]([C:12]([O:14][CH3:15])=[O:13])=[N:10]2)=[CH:5][CH:4]=1. The catalyst class is: 53. (2) Product: [C:22]([NH:21][C:17]1[CH:16]=[C:15]([NH:14][C:2]2[CH:10]=[CH:9][C:5]([C:6]([OH:8])=[O:7])=[CH:4][C:3]=2[N+:11]([O-:13])=[O:12])[CH:20]=[CH:19][CH:18]=1)(=[O:24])[CH3:23]. Reactant: F[C:2]1[CH:10]=[CH:9][C:5]([C:6]([OH:8])=[O:7])=[CH:4][C:3]=1[N+:11]([O-:13])=[O:12].[NH2:14][C:15]1[CH:16]=[C:17]([NH:21][C:22](=[O:24])[CH3:23])[CH:18]=[CH:19][CH:20]=1.CCN(CC)CC. The catalyst class is: 14.